This data is from Peptide-MHC class I binding affinity with 185,985 pairs from IEDB/IMGT. The task is: Regression. Given a peptide amino acid sequence and an MHC pseudo amino acid sequence, predict their binding affinity value. This is MHC class I binding data. (1) The binding affinity (normalized) is 0.436. The peptide sequence is RIIPKNNHA. The MHC is HLA-B15:01 with pseudo-sequence HLA-B15:01. (2) The peptide sequence is YQRALHTSI. The MHC is HLA-A26:01 with pseudo-sequence HLA-A26:01. The binding affinity (normalized) is 0.0847. (3) The peptide sequence is NRKGKVIGLY. The MHC is HLA-A30:02 with pseudo-sequence HLA-A30:02. The binding affinity (normalized) is 0.566. (4) The peptide sequence is KSAKKFDTFK. The MHC is HLA-A03:01 with pseudo-sequence HLA-A03:01. The binding affinity (normalized) is 0.743. (5) The peptide sequence is ESDIRTEEAI. The MHC is Patr-B0101 with pseudo-sequence Patr-B0101. The binding affinity (normalized) is 0.196. (6) The peptide sequence is INEEAADWD. The MHC is Mamu-B03 with pseudo-sequence Mamu-B03. The binding affinity (normalized) is 0.0259.